This data is from Full USPTO retrosynthesis dataset with 1.9M reactions from patents (1976-2016). The task is: Predict the reactants needed to synthesize the given product. (1) The reactants are: Cl[C:2]1[C:7]([O:8][CH2:9][CH2:10][O:11]C2CCCCO2)=[CH:6][CH:5]=[CH:4][N:3]=1.[CH3:18][NH:19][CH2:20][CH2:21][OH:22].CC(C)([O-])C.[K+].C(O)(C)(C)C. Given the product [CH3:18][NH:19][CH2:20][CH2:21][O:22][C:2]1[C:7]([O:8][CH2:9][CH2:10][OH:11])=[CH:6][CH:5]=[CH:4][N:3]=1, predict the reactants needed to synthesize it. (2) Given the product [CH3:1][C:2]1([CH3:11])[C:4]([CH3:5])([CH3:6])[CH:3]1[NH:7][C:8]1[S:9][C:13]2([C:17](=[O:18])[N:10]=1)[CH2:16][CH2:15][CH2:14]2, predict the reactants needed to synthesize it. The reactants are: [CH3:1][C:2]1([CH3:11])[C:4]([CH3:6])([CH3:5])[CH:3]1[NH:7][C:8]([NH2:10])=[S:9].Br[C:13]1([C:17](OCC)=[O:18])[CH2:16][CH2:15][CH2:14]1. (3) Given the product [C:14]([O:18][C:19]([N:21]1[CH2:26][CH2:25][CH2:24][C@H:23]([CH2:27][O:28][C:29]2[C:30]([O:13][C:7]3[CH:12]=[CH:11][CH:10]=[CH:9][CH:8]=3)=[N:31][CH:32]=[CH:33][CH:34]=2)[CH2:22]1)=[O:20])([CH3:17])([CH3:15])[CH3:16], predict the reactants needed to synthesize it. The reactants are: CC(C)([O-])C.[K+].[C:7]1([OH:13])[CH:12]=[CH:11][CH:10]=[CH:9][CH:8]=1.[C:14]([O:18][C:19]([N:21]1[CH2:26][CH2:25][CH2:24][C@H:23]([CH2:27][O:28][C:29]2[C:30](Br)=[N:31][CH:32]=[CH:33][CH:34]=2)[CH2:22]1)=[O:20])([CH3:17])([CH3:16])[CH3:15]. (4) Given the product [C:29]([O:28][C:26]([N:23]1[CH2:22][CH2:21][N:20]([C:17]2[CH:18]=[CH:19][C:14]([NH:13][C:11]3[C:5]4[C:6](=[O:10])[NH:7][N:8]=[CH:9][C:4]=4[CH:3]=[C:2]([NH:44][C:37]4[CH:38]=[CH:39][C:40]([Cl:43])=[C:41]([Cl:42])[C:36]=4[Cl:35])[N:12]=3)=[C:15]([O:33][CH3:34])[CH:16]=2)[CH2:25][CH2:24]1)=[O:27])([CH3:32])([CH3:30])[CH3:31], predict the reactants needed to synthesize it. The reactants are: Cl[C:2]1[N:12]=[C:11]([NH:13][C:14]2[CH:19]=[CH:18][C:17]([N:20]3[CH2:25][CH2:24][N:23]([C:26]([O:28][C:29]([CH3:32])([CH3:31])[CH3:30])=[O:27])[CH2:22][CH2:21]3)=[CH:16][C:15]=2[O:33][CH3:34])[C:5]2[C:6](=[O:10])[NH:7][N:8]=[CH:9][C:4]=2[CH:3]=1.[Cl:35][C:36]1[C:41]([Cl:42])=[C:40]([Cl:43])[CH:39]=[CH:38][C:37]=1[NH2:44].CC(C)([O-])C.[K+].